The task is: Predict the reactants needed to synthesize the given product.. This data is from Full USPTO retrosynthesis dataset with 1.9M reactions from patents (1976-2016). (1) The reactants are: [F:1][C:2]1[CH:3]=[C:4]([CH:13]([NH:18][C:19]([C:21]2[CH:22]=[N:23][N:24]3[CH:29]=[C:28]([CH3:30])[CH:27]=[N:26][C:25]=23)=[O:20])[C:14]([OH:17])([CH3:16])[CH3:15])[CH:5]=[CH:6][C:7]=1[O:8][C:9]([F:12])([F:11])[F:10]. Given the product [F:1][C:2]1[CH:3]=[C:4]([C@@H:13]([NH:18][C:19]([C:21]2[CH:22]=[N:23][N:24]3[CH:29]=[C:28]([CH3:30])[CH:27]=[N:26][C:25]=23)=[O:20])[C:14]([OH:17])([CH3:15])[CH3:16])[CH:5]=[CH:6][C:7]=1[O:8][C:9]([F:11])([F:10])[F:12], predict the reactants needed to synthesize it. (2) Given the product [N:14]1([C:2]2[CH:9]=[CH:8][C:5]([C:6]#[N:7])=[CH:4][C:3]=2[C:10]([F:13])([F:12])[F:11])[CH:18]=[CH:17][N:16]=[CH:15]1, predict the reactants needed to synthesize it. The reactants are: Cl[C:2]1[CH:9]=[CH:8][C:5]([C:6]#[N:7])=[CH:4][C:3]=1[C:10]([F:13])([F:12])[F:11].[NH:14]1[CH:18]=[CH:17][N:16]=[CH:15]1. (3) Given the product [N:26]1([C:19]([N:16]2[CH2:17][CH2:18][CH:13]([O:12][CH:4]([C:5]3[CH:10]=[CH:9][C:8]([Cl:11])=[CH:7][CH:6]=3)[C:3]3[CH:22]=[CH:23][CH:24]=[CH:25][C:2]=3[Cl:1])[CH2:14][CH2:15]2)=[O:20])[CH2:31][CH2:30][CH2:29][CH2:28][CH2:27]1, predict the reactants needed to synthesize it. The reactants are: [Cl:1][C:2]1[CH:25]=[CH:24][CH:23]=[CH:22][C:3]=1[CH:4]([O:12][CH:13]1[CH2:18][CH2:17][N:16]([C:19](Cl)=[O:20])[CH2:15][CH2:14]1)[C:5]1[CH:10]=[CH:9][C:8]([Cl:11])=[CH:7][CH:6]=1.[NH:26]1[CH2:31][CH2:30][CH2:29][CH2:28][CH2:27]1.C(N(CC)CC)C. (4) Given the product [CH3:1][C:2]([CH3:36])([CH3:35])[CH2:3][CH2:4][C:5]1([CH3:34])[C:14]2[C:9](=[CH:10][CH:11]=[CH:12][CH:13]=2)[C:8]([O-:15])=[C:7]([C:16]2[NH:21][C:20]3[CH:22]=[CH:23][C:24]([NH:26][S:27]([CH3:30])(=[O:29])=[O:28])=[CH:25][C:19]=3[S:18](=[O:32])(=[O:31])[N:17]=2)[C:6]1=[O:33].[Na+:38], predict the reactants needed to synthesize it. The reactants are: [CH3:1][C:2]([CH3:36])([CH3:35])[CH2:3][CH2:4][C:5]1([CH3:34])[C:14]2[C:9](=[CH:10][CH:11]=[CH:12][CH:13]=2)[C:8]([OH:15])=[C:7]([C:16]2[NH:21][C:20]3[CH:22]=[CH:23][C:24]([NH:26][S:27]([CH3:30])(=[O:29])=[O:28])=[CH:25][C:19]=3[S:18](=[O:32])(=[O:31])[N:17]=2)[C:6]1=[O:33].[OH-].[Na+:38]. (5) Given the product [CH3:1][O:2][C:3]1[CH:8]=[C:7]([N+:9]([O-:11])=[O:10])[CH:6]=[C:5]([O:12][CH2:20][CH2:21][O:22][CH2:23][CH2:24][O:25][CH2:26][CH2:27][O:28][CH3:29])[CH:4]=1, predict the reactants needed to synthesize it. The reactants are: [CH3:1][O:2][C:3]1[CH:4]=[C:5]([OH:12])[CH:6]=[C:7]([N+:9]([O-:11])=[O:10])[CH:8]=1.C([O-])([O-])=O.[K+].[K+].Br[CH2:20][CH2:21][O:22][CH2:23][CH2:24][O:25][CH2:26][CH2:27][O:28][CH3:29].